From a dataset of Full USPTO retrosynthesis dataset with 1.9M reactions from patents (1976-2016). Predict the reactants needed to synthesize the given product. (1) Given the product [Br:20][CH2:21][C:22]1[C:30]2[C:25](=[CH:26][CH:27]=[CH:28][CH:29]=2)[N:24]([C:31]2[CH:38]=[CH:37][CH:36]=[CH:35][C:32]=2[C:33]#[N:34])[N:23]=1, predict the reactants needed to synthesize it. The reactants are: CC(N=NC(C#N)(C)C)(C#N)C.C1C(=O)N([Br:20])C(=O)C1.[CH3:21][C:22]1[C:30]2[C:25](=[CH:26][CH:27]=[CH:28][CH:29]=2)[N:24]([C:31]2[CH:38]=[CH:37][CH:36]=[CH:35][C:32]=2[C:33]#[N:34])[N:23]=1. (2) Given the product [CH3:1][S:2]([O:21][CH2:20][CH2:19][O:18][C:17]1[CH:22]=[CH:23][C:14]([B:9]2[O:8][C:7]([CH3:24])([CH3:6])[C:11]([CH3:12])([CH3:13])[O:10]2)=[CH:15][CH:16]=1)(=[O:4])=[O:3], predict the reactants needed to synthesize it. The reactants are: [CH3:1][S:2](Cl)(=[O:4])=[O:3].[CH3:6][C:7]1([CH3:24])[C:11]([CH3:13])([CH3:12])[O:10][B:9]([C:14]2[CH:23]=[CH:22][C:17]([O:18][CH2:19][CH2:20][OH:21])=[CH:16][CH:15]=2)[O:8]1.C(N(CC)CC)C.Cl. (3) Given the product [NH3:4].[F:1][C:2]1[CH:3]=[N:4][C:5]([O:17][C:18]2[CH:23]=[CH:22][CH:21]=[C:20]([S:24][CH3:25])[CH:19]=2)=[C:6]([CH:16]=1)[C:7]([NH:9][CH:10]1[CH2:11][CH2:12][N:13]([C:33](=[O:37])[CH2:34][CH2:35][CH3:36])[CH2:14][CH2:15]1)=[O:8], predict the reactants needed to synthesize it. The reactants are: [F:1][C:2]1[CH:3]=[N:4][C:5]([O:17][C:18]2[CH:23]=[CH:22][CH:21]=[C:20]([S:24][CH3:25])[CH:19]=2)=[C:6]([CH:16]=1)[C:7]([NH:9][CH:10]1[CH2:15][CH2:14][NH:13][CH2:12][CH2:11]1)=[O:8].C(N(CC)CC)C.[C:33](Cl)(=[O:37])[CH2:34][CH2:35][CH3:36].Cl.CN(C)CCCN=C=NCC. (4) Given the product [CH3:14][C:15]1[NH:5][C:9](=[O:11])[C:8]([C:6]#[N:7])=[C:25]([C:24]2[CH:27]=[CH:28][C:21]([N+:18]([O-:20])=[O:19])=[CH:22][CH:23]=2)[CH:17]=1, predict the reactants needed to synthesize it. The reactants are: C([O-])(=O)C.[NH4+:5].[C:6]([CH2:8][C:9]([O:11]CC)=O)#[N:7].[CH3:14][C:15]([CH3:17])=O.[N+:18]([C:21]1[CH:28]=[CH:27][C:24]([CH:25]=O)=[CH:23][CH:22]=1)([O-:20])=[O:19]. (5) Given the product [Cl:1][C:2]1[C:11]([O:12][CH3:13])=[CH:10][C:9]2[C:8]([CH3:15])([CH3:14])[C:7]3[NH:17][C:19]4[C:26]([C:6]=3[CH2:5][C:4]=2[CH:3]=1)=[CH:25][CH:24]=[C:21]([C:22]#[N:23])[CH:20]=4, predict the reactants needed to synthesize it. The reactants are: [Cl:1][C:2]1[CH:3]=[C:4]2[C:9](=[CH:10][C:11]=1[O:12][CH3:13])[C:8]([CH3:15])([CH3:14])[C:7](=O)[CH2:6][CH2:5]2.[NH:17]([C:19]1[CH:20]=[C:21]([CH:24]=[CH:25][CH:26]=1)[C:22]#[N:23])N. (6) Given the product [NH2:11][CH2:12][C@H:13]1[CH2:22][CH2:21][C:20]2[C:15](=[CH:16][CH:17]=[C:18]([CH2:23][CH2:24][C:25]([O:27][C:28]([CH3:31])([CH3:30])[CH3:29])=[O:26])[CH:19]=2)[O:14]1, predict the reactants needed to synthesize it. The reactants are: C(OC([NH:11][CH2:12][C@H:13]1[CH2:22][CH2:21][C:20]2[C:15](=[CH:16][CH:17]=[C:18](/[CH:23]=[CH:24]/[C:25]([O:27][C:28]([CH3:31])([CH3:30])[CH3:29])=[O:26])[CH:19]=2)[O:14]1)=O)C1C=CC=CC=1.C([O-])=O.[NH4+]. (7) Given the product [NH2:1][C:4]1[CH:5]=[CH:6][C:7]2[NH:12][C:11](=[O:13])[CH2:10][O:9][C:8]=2[CH:14]=1, predict the reactants needed to synthesize it. The reactants are: [N+:1]([C:4]1[CH:5]=[CH:6][C:7]2[NH:12][C:11](=[O:13])[CH2:10][O:9][C:8]=2[CH:14]=1)([O-])=O.[H][H].CC(=O)OCC. (8) Given the product [C:26]([O:25][CH:19]([C:8]1[C:7]([CH3:30])=[CH:6][C:5]2[C:10](=[CH:11][C:2]([C:36]#[C:35][C:31]([CH3:34])([CH3:33])[CH3:32])=[CH:3][CH:4]=2)[C:9]=1[C:12]1[CH:13]=[CH:14][C:15]([Cl:18])=[CH:16][CH:17]=1)[C:20]([OH:22])=[O:21])([CH3:29])([CH3:27])[CH3:28], predict the reactants needed to synthesize it. The reactants are: Br[C:2]1[CH:11]=[C:10]2[C:5]([CH:6]=[C:7]([CH3:30])[C:8]([CH:19]([O:25][C:26]([CH3:29])([CH3:28])[CH3:27])[C:20]([O:22]CC)=[O:21])=[C:9]2[C:12]2[CH:17]=[CH:16][C:15]([Cl:18])=[CH:14][CH:13]=2)=[CH:4][CH:3]=1.[C:31]([C:35]#[CH:36])([CH3:34])([CH3:33])[CH3:32].